Dataset: NCI-60 drug combinations with 297,098 pairs across 59 cell lines. Task: Regression. Given two drug SMILES strings and cell line genomic features, predict the synergy score measuring deviation from expected non-interaction effect. (1) Drug 1: C1CCC(CC1)NC(=O)N(CCCl)N=O. Drug 2: C1CN(P(=O)(OC1)NCCCl)CCCl. Cell line: HCT116. Synergy scores: CSS=27.2, Synergy_ZIP=0.503, Synergy_Bliss=-1.10, Synergy_Loewe=-22.4, Synergy_HSA=-1.04. (2) Drug 1: CCN(CC)CCCC(C)NC1=C2C=C(C=CC2=NC3=C1C=CC(=C3)Cl)OC. Drug 2: CC(C)NC(=O)C1=CC=C(C=C1)CNNC.Cl. Cell line: PC-3. Synergy scores: CSS=30.1, Synergy_ZIP=1.13, Synergy_Bliss=6.65, Synergy_Loewe=-26.6, Synergy_HSA=6.04. (3) Drug 1: C1CC(=O)NC(=O)C1N2CC3=C(C2=O)C=CC=C3N. Drug 2: CC1CCC2CC(C(=CC=CC=CC(CC(C(=O)C(C(C(=CC(C(=O)CC(OC(=O)C3CCCCN3C(=O)C(=O)C1(O2)O)C(C)CC4CCC(C(C4)OC)O)C)C)O)OC)C)C)C)OC. Synergy scores: CSS=17.7, Synergy_ZIP=-5.29, Synergy_Bliss=-4.23, Synergy_Loewe=-9.98, Synergy_HSA=-1.27. Cell line: HCT116.